From a dataset of Forward reaction prediction with 1.9M reactions from USPTO patents (1976-2016). Predict the product of the given reaction. (1) Given the reactants Cl[C:2]([O:4][CH2:5][CH3:6])=[O:3].[NH2:7][C:8]1[CH:9]=[C:10]([CH:26]=[CH:27][C:28]=1[F:29])[NH:11][C:12]1[C:21]2[C:16](=[CH:17][C:18]([O:24][CH3:25])=[C:19]([O:22][CH3:23])[CH:20]=2)[N:15]=[CH:14][N:13]=1.C(N(CC)CC)C, predict the reaction product. The product is: [F:29][C:28]1[CH:27]=[CH:26][C:10]([NH:11][C:12]2[C:21]3[C:16](=[CH:17][C:18]([O:24][CH3:25])=[C:19]([O:22][CH3:23])[CH:20]=3)[N:15]=[CH:14][N:13]=2)=[CH:9][C:8]=1[NH:7][C:2]([O:4][CH2:5][CH3:6])=[O:3]. (2) Given the reactants Cl[C:2]1[N:7]=[C:6]2[N:8]([CH3:14])[C:9](=[O:13])[C:10]([CH3:12])([CH3:11])[C:5]2=[CH:4][CH:3]=1.[CH2:15]([NH2:22])[C:16]1[CH:21]=[CH:20][CH:19]=[CH:18][CH:17]=1.CC(C)([O-])C.[Na+].C1C=CC(P(C2C(C3C(P(C4C=CC=CC=4)C4C=CC=CC=4)=CC=C4C=3C=CC=C4)=C3C(C=CC=C3)=CC=2)C2C=CC=CC=2)=CC=1, predict the reaction product. The product is: [CH2:15]([NH:22][C:2]1[N:7]=[C:6]2[N:8]([CH3:14])[C:9](=[O:13])[C:10]([CH3:12])([CH3:11])[C:5]2=[CH:4][CH:3]=1)[C:16]1[CH:21]=[CH:20][CH:19]=[CH:18][CH:17]=1. (3) Given the reactants [C@@H:1]1([OH:8])[CH2:6][CH2:5][CH2:4][CH2:3][C@H:2]1[OH:7].[C:9](=O)(OC)[O:10]C.C[O-].[Na+], predict the reaction product. The product is: [O:7]1[CH:2]2[CH2:3][CH2:4][CH2:5][CH2:6][CH:1]2[O:8][C:9]1=[O:10]. (4) Given the reactants C[Si]([N-][Si](C)(C)C)(C)C.[Na+].[CH3:11][O:12][C:13]([NH:15][C:16]1[CH:21]=[CH:20][CH:19]=[CH:18][C:17]=1[C@H:22]1[C@H:31]([C:32]([O:34][CH3:35])=[O:33])[C:30]2[C:25](=[CH:26][C:27]([O:38][CH3:39])=[C:28]([O:36][CH3:37])[CH:29]=2)[C:24](=[O:40])[N:23]1[CH3:41])=[O:14].C1([Se]Cl)C=CC=CC=1, predict the reaction product. The product is: [CH3:37][O:36][C:28]1[CH:29]=[C:30]2[C:25](=[CH:26][C:27]=1[O:38][CH3:39])[C:24](=[O:40])[N:23]([CH3:41])[C:22]([C:17]1[CH:18]=[CH:19][CH:20]=[CH:21][C:16]=1[NH:15][C:13]([O:12][CH3:11])=[O:14])=[C:31]2[C:32]([O:34][CH3:35])=[O:33]. (5) Given the reactants [Br:1][C:2]1[C:3](=[O:17])[N:4]([C:11]2[CH:16]=[CH:15][CH:14]=[CH:13][CH:12]=2)[N:5]([CH2:9][CH3:10])[C:6]=1[CH2:7]Br.[C:18]1([N:24]2[C:28]3([CH2:33][CH2:32][NH:31][CH2:30][CH2:29]3)[C:27](=[O:34])[NH:26][CH2:25]2)[CH:23]=[CH:22][CH:21]=[CH:20][CH:19]=1.CCN(C(C)C)C(C)C, predict the reaction product. The product is: [Br:1][C:2]1[C:3](=[O:17])[N:4]([C:11]2[CH:16]=[CH:15][CH:14]=[CH:13][CH:12]=2)[N:5]([CH2:9][CH3:10])[C:6]=1[CH2:7][N:31]1[CH2:30][CH2:29][C:28]2([N:24]([C:18]3[CH:23]=[CH:22][CH:21]=[CH:20][CH:19]=3)[CH2:25][NH:26][C:27]2=[O:34])[CH2:33][CH2:32]1. (6) Given the reactants [NH2:1][C:2]1[S:3][C:4]([C:10]2[CH:15]=[CH:14][C:13]([C:16]3([F:20])[CH2:19][O:18][CH2:17]3)=[CH:12][CH:11]=2)=[CH:5][C:6]=1[C:7]([NH2:9])=[O:8].Br[C:22]1[N:27]=[C:26]([CH2:28][O:29][CH2:30][C:31]([CH3:34])([OH:33])[CH3:32])[CH:25]=[CH:24][CH:23]=1.C([O-])([O-])=O.[K+].[K+].CC(C1C=C(C(C)C)C(C2C=CC=CC=2P(C2CCCCC2)C2CCCCC2)=C(C(C)C)C=1)C.C(O)(CC)(C)C, predict the reaction product. The product is: [F:20][C:16]1([C:13]2[CH:14]=[CH:15][C:10]([C:4]3[S:3][C:2]([NH:1][C:22]4[CH:23]=[CH:24][CH:25]=[C:26]([CH2:28][O:29][CH2:30][C:31]([OH:33])([CH3:32])[CH3:34])[N:27]=4)=[C:6]([C:7]([NH2:9])=[O:8])[CH:5]=3)=[CH:11][CH:12]=2)[CH2:17][O:18][CH2:19]1.